Dataset: Forward reaction prediction with 1.9M reactions from USPTO patents (1976-2016). Task: Predict the product of the given reaction. (1) Given the reactants [Li+].[OH-].[N:3]([C@@H:6]([CH2:22][CH2:23][CH2:24][CH2:25][CH2:26][C:27](=[O:29])[CH3:28])[C:7](N1[C@@H](CC2C=CC=CC=2)COC1=O)=[O:8])=[N+:4]=[N-:5].C([O-])(O)=[O:31].[Na+], predict the reaction product. The product is: [N:3]([C@@H:6]([CH2:22][CH2:23][CH2:24][CH2:25][CH2:26][C:27](=[O:29])[CH3:28])[C:7]([OH:8])=[O:31])=[N+:4]=[N-:5]. (2) Given the reactants [NH2:1][CH:2]([C:11]1[C:16]([O:17][CH3:18])=[CH:15][CH:14]=[CH:13][C:12]=1[O:19][CH3:20])[CH2:3][CH2:4][CH2:5][CH2:6][C:7]([O:9]C)=O.[O:21]([C:28]1[CH:29]=[C:30]([CH:33]=[CH:34][CH:35]=1)[CH:31]=O)[C:22]1[CH:27]=[CH:26][CH:25]=[CH:24][CH:23]=1, predict the reaction product. The product is: [CH3:20][O:19][C:12]1[CH:13]=[CH:14][CH:15]=[C:16]([O:17][CH3:18])[C:11]=1[CH:2]1[N:1]([CH2:31][C:30]2[CH:33]=[CH:34][CH:35]=[C:28]([O:21][C:22]3[CH:27]=[CH:26][CH:25]=[CH:24][CH:23]=3)[CH:29]=2)[C:7](=[O:9])[CH2:6][CH2:5][CH2:4][CH2:3]1.